Dataset: Forward reaction prediction with 1.9M reactions from USPTO patents (1976-2016). Task: Predict the product of the given reaction. (1) Given the reactants Cl[C:2]1[N:3]=[N:4][C:5]([N:10]2[CH2:15][CH2:14][N:13]([C:16]3[CH:21]=[CH:20][C:19]([C:22]([F:25])([F:24])[F:23])=[CH:18][N:17]=3)[CH2:12][CH2:11]2)=[C:6]([CH3:9])[C:7]=1[CH3:8].[C:26](#[N:28])[CH3:27].[Li+].C[Si]([N-][Si](C)(C)C)(C)C, predict the reaction product. The product is: [CH3:8][C:7]1[C:6]([CH3:9])=[C:5]([N:10]2[CH2:15][CH2:14][N:13]([C:16]3[CH:21]=[CH:20][C:19]([C:22]([F:25])([F:24])[F:23])=[CH:18][N:17]=3)[CH2:12][CH2:11]2)[N:4]=[N:3][C:2]=1[CH2:27][C:26]#[N:28]. (2) Given the reactants [C:12]([O:11][C:9](O[C:9]([O:11][C:12]([CH3:15])([CH3:14])[CH3:13])=[O:10])=[O:10])([CH3:15])([CH3:14])[CH3:13].[NH2:16][C:17]1[CH:18]=[C:19]2[C:23](=[CH:24][CH:25]=1)[NH:22][C:21]([C:26]([O:28][CH2:29][CH3:30])=[O:27])=[CH:20]2.C(N(CC)CC)C, predict the reaction product. The product is: [CH3:15][C:12]([O:11][C:9]([NH:16][C:17]1[CH:18]=[C:19]2[C:23](=[CH:24][CH:25]=1)[NH:22][C:21]([C:26]([O:28][CH2:29][CH3:30])=[O:27])=[CH:20]2)=[O:10])([CH3:13])[CH3:14]. (3) Given the reactants [CH:1]12BC(C[CH2:7][CH2:8]1)CCC2.C(Br)C#C.[OH-].[Na+].[C:16]([O:20][C:21]([N:23]1[CH2:35][C@@H:34]([CH3:36])[N:33]2[C@H:25]([CH2:26][C:27]3[C:32]2=[N:31][C:30](Br)=[CH:29][CH:28]=3)[CH2:24]1)=[O:22])([CH3:19])([CH3:18])[CH3:17], predict the reaction product. The product is: [C:16]([O:20][C:21]([N:23]1[CH2:35][C@@H:34]([CH3:36])[N:33]2[C@H:25]([CH2:26][C:27]3[C:32]2=[N:31][C:30]([CH:7]2[CH2:8][CH2:1]2)=[CH:29][CH:28]=3)[CH2:24]1)=[O:22])([CH3:19])([CH3:18])[CH3:17].